This data is from Forward reaction prediction with 1.9M reactions from USPTO patents (1976-2016). The task is: Predict the product of the given reaction. (1) Given the reactants [F:1][C:2]1[CH:7]=[C:6](I)[CH:5]=[CH:4][C:3]=1[N:9]1[C:13]([CH3:14])=[CH:12][CH:11]=[C:10]1[CH3:15].[F:16][C:17]1[CH:24]=[CH:23][C:20]([CH2:21][OH:22])=[CH:19][CH:18]=1.C(=O)([O-])[O-].[Cs+].[Cs+].N1C2C(=CC=C3C=2N=CC=C3)C=CC=1, predict the reaction product. The product is: [F:1][C:2]1[CH:7]=[C:6]([O:22][CH2:21][C:20]2[CH:23]=[CH:24][C:17]([F:16])=[CH:18][CH:19]=2)[CH:5]=[CH:4][C:3]=1[N:9]1[C:13]([CH3:14])=[CH:12][CH:11]=[C:10]1[CH3:15]. (2) Given the reactants Cl[C:2]1[C:11]2[C:6](=[CH:7][CH:8]=[C:9]([N+:12]([O-:14])=[O:13])[CH:10]=2)[CH:5]=[CH:4][N:3]=1.[CH3:15][O-:16].[Na+], predict the reaction product. The product is: [CH3:15][O:16][C:2]1[C:11]2[C:6](=[CH:7][CH:8]=[C:9]([N+:12]([O-:14])=[O:13])[CH:10]=2)[CH:5]=[CH:4][N:3]=1. (3) Given the reactants [CH2:1]([O:8][N:9]=[C:10]1[CH2:14][N:13]([C:15]([O:17]C(C)(C)C)=O)[C@H:12]([C:22]([OH:24])=O)[CH2:11]1)[C:2]1[CH:7]=[CH:6][CH:5]=[CH:4][CH:3]=1.[O:25]([CH2:32]C(Cl)=O)[C:26]1[CH:31]=[CH:30][CH:29]=[CH:28][CH:27]=1.[CH2:36]([N:38]1[C:50]2[CH:49]=[CH:48][C:47]([NH2:51])=[CH:46][C:45]=2[C:44]2[C:39]1=[CH:40][CH:41]=[CH:42][CH:43]=2)[CH3:37], predict the reaction product. The product is: [CH2:1]([O:8][N:9]=[C:10]1[CH2:14][N:13]([C:15](=[O:17])[CH2:32][O:25][C:26]2[CH:27]=[CH:28][CH:29]=[CH:30][CH:31]=2)[C@H:12]([C:22]([NH:51][C:47]2[CH:48]=[CH:49][C:50]3[N:38]([CH2:36][CH3:37])[C:39]4[C:44]([C:45]=3[CH:46]=2)=[CH:43][CH:42]=[CH:41][CH:40]=4)=[O:24])[CH2:11]1)[C:2]1[CH:3]=[CH:4][CH:5]=[CH:6][CH:7]=1. (4) Given the reactants [Br:1][C:2]1[CH:3]=[CH:4][C:5]([C:8]([OH:10])=O)=[N:6][CH:7]=1.Cl.C[N:13](C)[CH2:14][CH2:15]CN=C=NCC.C(N(CC)C(C)C)(C)C.ON1C2C=CC=CC=2N=N1.C(N)C, predict the reaction product. The product is: [CH2:14]([NH:13][C:8]([C:5]1[CH:4]=[CH:3][C:2]([Br:1])=[CH:7][N:6]=1)=[O:10])[CH3:15]. (5) Given the reactants [I-].[Br:2][C:3]1[CH:8]=[CH:7][C:6]([Zn+])=[C:5]([F:10])[CH:4]=1.[C:11](Cl)(=[O:21])[CH2:12][CH2:13][CH2:14][CH2:15][CH2:16][CH2:17][CH2:18][CH2:19][CH3:20], predict the reaction product. The product is: [Br:2][C:3]1[CH:8]=[CH:7][C:6]([C:11](=[O:21])[CH2:12][CH2:13][CH2:14][CH2:15][CH2:16][CH2:17][CH2:18][CH2:19][CH3:20])=[C:5]([F:10])[CH:4]=1. (6) Given the reactants [OH:1][C:2]1[CH:11]=[C:10]2[C:5]([C:6]([C:13]([O:15][CH2:16][CH3:17])=[O:14])=[CH:7][C:8](=[O:12])[O:9]2)=[CH:4][CH:3]=1.N1C=CC=CC=1.[F:24][C:25]([F:38])([F:37])[S:26](O[S:26]([C:25]([F:38])([F:37])[F:24])(=[O:28])=[O:27])(=[O:28])=[O:27].C(OCC)C, predict the reaction product. The product is: [O:12]=[C:8]1[CH:7]=[C:6]([C:13]([O:15][CH2:16][CH3:17])=[O:14])[C:5]2[C:10](=[CH:11][C:2]([O:1][S:26]([C:25]([F:38])([F:37])[F:24])(=[O:28])=[O:27])=[CH:3][CH:4]=2)[O:9]1. (7) The product is: [NH2:7][C@@:8]([C:18]1[CH:23]=[CH:22][CH:21]=[C:20]([CH3:24])[C:19]=1[F:25])([CH2:9][F:10])[CH2:11][C@H:12]([OH:17])[C:13]([F:15])([F:16])[F:14]. Given the reactants CC([S@]([NH:7][C@:8]([C:18]1[CH:23]=[CH:22][CH:21]=[C:20]([CH3:24])[C:19]=1[F:25])([CH2:11][C@H:12]([OH:17])[C:13]([F:16])([F:15])[F:14])[CH2:9][F:10])=O)(C)C.Cl.O1CCOCC1, predict the reaction product.